This data is from Full USPTO retrosynthesis dataset with 1.9M reactions from patents (1976-2016). The task is: Predict the reactants needed to synthesize the given product. (1) Given the product [CH2:29]([O:28][C:26]1[CH:25]=[C:22]([CH:21]=[C:20]([O:19][CH2:17][CH3:18])[CH:27]=1)[CH2:23][N:13]1[CH2:12][CH2:11][CH:10]([NH:9][C:7](=[O:8])[C:6]2[CH:16]=[C:2]([CH3:1])[CH:3]=[N:4][CH:5]=2)[CH2:15][CH2:14]1)[CH3:30], predict the reactants needed to synthesize it. The reactants are: [CH3:1][C:2]1[CH:3]=[N:4][CH:5]=[C:6]([CH:16]=1)[C:7]([NH:9][CH:10]1[CH2:15][CH2:14][NH:13][CH2:12][CH2:11]1)=[O:8].[CH2:17]([O:19][C:20]1[CH:21]=[C:22]([CH:25]=[C:26]([O:28][CH2:29][CH3:30])[CH:27]=1)[CH:23]=O)[CH3:18]. (2) Given the product [Si:54]([O:61][C@@H:62]1[CH2:63][C@@H:64]([CH:69]([OH:4])[OH:70])[O:65][C:66](=[O:68])[CH2:67]1)([C:57]([CH3:60])([CH3:59])[CH3:58])([CH3:56])[CH3:55], predict the reactants needed to synthesize it. The reactants are: FC(F)(F)C([O-])=[O:4].FC1C=CC(C2C(C[P+](CCCC)(CCCC)CCCC)=C(C(C)C)N=C(N(C)S(C)(=O)=O)N=2)=CC=1.C[Si](C)(C)N[Si](C)(C)C.[Na].[Si:54]([O:61][C@H:62]1[CH2:67][C:66](=[O:68])[O:65][C@H:64]([CH:69]=[O:70])[CH2:63]1)([C:57]([CH3:60])([CH3:59])[CH3:58])([CH3:56])[CH3:55].